The task is: Regression. Given two drug SMILES strings and cell line genomic features, predict the synergy score measuring deviation from expected non-interaction effect.. This data is from NCI-60 drug combinations with 297,098 pairs across 59 cell lines. (1) Drug 1: CC1C(C(CC(O1)OC2CC(CC3=C2C(=C4C(=C3O)C(=O)C5=C(C4=O)C(=CC=C5)OC)O)(C(=O)C)O)N)O.Cl. Drug 2: COC1=C2C(=CC3=C1OC=C3)C=CC(=O)O2. Cell line: EKVX. Synergy scores: CSS=1.53, Synergy_ZIP=-0.554, Synergy_Bliss=-0.293, Synergy_Loewe=-3.95, Synergy_HSA=-0.415. (2) Synergy scores: CSS=15.4, Synergy_ZIP=4.44, Synergy_Bliss=5.20, Synergy_Loewe=-14.0, Synergy_HSA=2.24. Drug 1: CN(C)C1=NC(=NC(=N1)N(C)C)N(C)C. Drug 2: CC1CCC2CC(C(=CC=CC=CC(CC(C(=O)C(C(C(=CC(C(=O)CC(OC(=O)C3CCCCN3C(=O)C(=O)C1(O2)O)C(C)CC4CCC(C(C4)OC)OCCO)C)C)O)OC)C)C)C)OC. Cell line: NCI-H522. (3) Drug 1: C1=C(C(=O)NC(=O)N1)N(CCCl)CCCl. Drug 2: C1C(C(OC1N2C=NC(=NC2=O)N)CO)O. Cell line: SK-OV-3. Synergy scores: CSS=20.8, Synergy_ZIP=-0.266, Synergy_Bliss=4.79, Synergy_Loewe=3.85, Synergy_HSA=3.62. (4) Drug 1: CC(CN1CC(=O)NC(=O)C1)N2CC(=O)NC(=O)C2. Drug 2: CC1C(C(CC(O1)OC2CC(OC(C2O)C)OC3=CC4=CC5=C(C(=O)C(C(C5)C(C(=O)C(C(C)O)O)OC)OC6CC(C(C(O6)C)O)OC7CC(C(C(O7)C)O)OC8CC(C(C(O8)C)O)(C)O)C(=C4C(=C3C)O)O)O)O. Cell line: NCI-H460. Synergy scores: CSS=39.1, Synergy_ZIP=1.28, Synergy_Bliss=1.71, Synergy_Loewe=1.57, Synergy_HSA=1.65. (5) Drug 1: C1=NC2=C(N1)C(=S)N=C(N2)N. Drug 2: CC1=C(C(CCC1)(C)C)C=CC(=CC=CC(=CC(=O)O)C)C. Cell line: MDA-MB-231. Synergy scores: CSS=18.7, Synergy_ZIP=-6.68, Synergy_Bliss=-2.26, Synergy_Loewe=-11.3, Synergy_HSA=-6.49. (6) Drug 1: C1=CC(=CC=C1CCC2=CNC3=C2C(=O)NC(=N3)N)C(=O)NC(CCC(=O)O)C(=O)O. Drug 2: CCC1=C2CN3C(=CC4=C(C3=O)COC(=O)C4(CC)O)C2=NC5=C1C=C(C=C5)O. Cell line: HOP-62. Synergy scores: CSS=40.2, Synergy_ZIP=-4.03, Synergy_Bliss=1.91, Synergy_Loewe=-3.42, Synergy_HSA=3.20. (7) Drug 2: CC1=C(N=C(N=C1N)C(CC(=O)N)NCC(C(=O)N)N)C(=O)NC(C(C2=CN=CN2)OC3C(C(C(C(O3)CO)O)O)OC4C(C(C(C(O4)CO)O)OC(=O)N)O)C(=O)NC(C)C(C(C)C(=O)NC(C(C)O)C(=O)NCCC5=NC(=CS5)C6=NC(=CS6)C(=O)NCCC[S+](C)C)O. Synergy scores: CSS=38.4, Synergy_ZIP=2.68, Synergy_Bliss=3.86, Synergy_Loewe=-1.48, Synergy_HSA=3.55. Drug 1: C1=NC(=NC(=O)N1C2C(C(C(O2)CO)O)O)N. Cell line: K-562. (8) Drug 1: COC1=C(C=C2C(=C1)N=CN=C2NC3=CC(=C(C=C3)F)Cl)OCCCN4CCOCC4. Drug 2: C1=NC2=C(N=C(N=C2N1C3C(C(C(O3)CO)O)O)F)N. Cell line: HCC-2998. Synergy scores: CSS=11.2, Synergy_ZIP=-10.2, Synergy_Bliss=-14.5, Synergy_Loewe=-14.2, Synergy_HSA=-12.3. (9) Drug 1: COC1=NC(=NC2=C1N=CN2C3C(C(C(O3)CO)O)O)N. Synergy scores: CSS=5.81, Synergy_ZIP=0.255, Synergy_Bliss=5.16, Synergy_Loewe=-11.2, Synergy_HSA=-2.85. Drug 2: CCC1(C2=C(COC1=O)C(=O)N3CC4=CC5=C(C=CC(=C5CN(C)C)O)N=C4C3=C2)O.Cl. Cell line: NCI-H226.